This data is from Reaction yield outcomes from USPTO patents with 853,638 reactions. The task is: Predict the reaction yield, written as a fraction of the theoretical maximum amount of product (1.0 means a 100% yield; for example, 0.34 means a 34% yield). (1) The reactants are [C:1]([C:5]1[NH:6][C:7]2[C:12]([CH:13]=1)=[CH:11][C:10]([N+:14]([O-])=O)=[CH:9][C:8]=2[F:17])([CH3:4])([CH3:3])[CH3:2]. The catalyst is CO.[Ni]. The product is [C:1]([C:5]1[NH:6][C:7]2[C:12]([CH:13]=1)=[CH:11][C:10]([NH2:14])=[CH:9][C:8]=2[F:17])([CH3:4])([CH3:2])[CH3:3]. The yield is 0.240. (2) The reactants are I[C:2]1[CH:3]=[CH:4][C:5]2[N:6]([CH:8]=[C:9]([NH:11][C:12]([CH:14]3[CH2:16][CH2:15]3)=[O:13])[N:10]=2)[N:7]=1.[NH2:17][C:18]1[CH:19]=[C:20]([OH:25])[CH:21]=[CH:22][C:23]=1[Br:24].C(=O)([O-])[O-].[K+].[K+].CN(C)C=O. The catalyst is O. The product is [NH2:17][C:18]1[CH:19]=[C:20]([CH:21]=[CH:22][C:23]=1[Br:24])[O:25][C:2]1[CH:3]=[CH:4][C:5]2[N:6]([CH:8]=[C:9]([NH:11][C:12]([CH:14]3[CH2:16][CH2:15]3)=[O:13])[N:10]=2)[N:7]=1. The yield is 0.480. (3) The reactants are [O:1]=[C:2]([C:7]1[CH:12]=[C:11]([F:13])[C:10](F)=[C:9]([F:15])[C:8]=1F)[CH2:3][C:4]([O-:6])=[O:5].[CH3:17][N:18]1[CH2:23][CH2:22][NH:21][CH2:20][CH2:19]1.CN(C)C=O.[NH2:29][C@H:30]([CH2:32][OH:33])[CH3:31].[CH2:34](N(CC)CC)[CH3:35].[C:41](Cl)(=O)C.C(=O)([O-])[O-].[K+].[K+]. The catalyst is C1(C)C=CC=CC=1.CCCC[N+](CCCC)(CCCC)CCCC.[Br-].C(=O)([O-])[O-].[K+].[K+].C(OCC)(=O)C.C(O)(=O)C.CO. The product is [F:13][C:11]1[CH:12]=[C:7]2[C:8](=[C:9]([F:15])[C:10]=1[N:21]1[CH2:22][CH2:23][N:18]([CH3:17])[CH2:19][CH2:20]1)[N:29]([C@@H:30]([CH3:31])[CH2:32][OH:33])[CH:41]=[C:3]([C:4]([O:6][CH2:34][CH3:35])=[O:5])[C:2]2=[O:1]. The yield is 0.635. (4) The reactants are [F:1][C:2]1[CH:19]=[CH:18][C:5]([CH:6]=[N:7][C:8]2[CH:16]=[CH:15][CH:14]=[C:13]3[C:9]=2[CH2:10][O:11][C:12]3=[O:17])=[CH:4][CH:3]=1.[CH3:20][N:21]1[C:25]([CH:26]=O)=[N:24][CH:23]=[N:22]1.[O-:28][CH2:29][CH3:30].[Na+]. The catalyst is C(OCC)(=O)CC. The product is [F:1][C:2]1[CH:3]=[CH:4][C:5]([CH:6]2[CH:26]([C:25]3[N:21]([CH3:20])[N:22]=[CH:23][N:24]=3)[C:29](=[O:28])[C:30]3[C:13]([C:12]([O:11][CH2:10][CH3:9])=[O:17])=[CH:14][CH:15]=[CH:16][C:8]=3[NH:7]2)=[CH:18][CH:19]=1. The yield is 0.310. (5) The reactants are [CH3:1][C:2]1([CH3:18])[CH2:7][O:6][CH:5]([C:8]2[CH:13]=[CH:12][C:11]([O:14][CH3:15])=[CH:10][CH:9]=2)[O:4][C@H:3]1[CH2:16][OH:17].C(N(CC)CC)C.CS(C)=O. The catalyst is ClCCl. The product is [CH3:15][O:14][C:11]1[CH:10]=[CH:9][C:8]([CH:5]2[O:4][C@@H:3]([CH:16]=[O:17])[C:2]([CH3:18])([CH3:1])[CH2:7][O:6]2)=[CH:13][CH:12]=1. The yield is 0.940. (6) The reactants are [CH3:1][C:2]([CH3:14])([CH3:13])[C:3]#[C:4][C:5]1[S:9][C:8]([C:10]([OH:12])=[O:11])=[CH:7][CH:6]=1.[Li]CCCC.[I:20]I. The catalyst is C1COCC1. The product is [CH3:1][C:2]([CH3:14])([CH3:13])[C:3]#[C:4][C:5]1[S:9][C:8]([C:10]([OH:12])=[O:11])=[C:7]([I:20])[CH:6]=1. The yield is 0.650. (7) The reactants are [OH-:1].[K+].[CH3:3][O:4][CH2:5][O:6][C:7]1[CH:8]=[C:9]([CH:12]=[C:13]([O:19][CH2:20][O:21][CH3:22])[C:14]=1[O:15][CH2:16][O:17][CH3:18])[CH:10]=O.[CH2:23]([OH:25])[CH3:24]. No catalyst specified. The product is [CH3:3][O:4][CH2:5][O:6][CH:7]1[C:14]([O:1][CH2:22][O:21][CH3:20])([O:15][CH2:16][O:17][CH3:18])[C:13]([O:19][CH2:20][O:21][CH3:22])=[C:12]([O:15][CH2:16][O:17][CH3:18])[C:9]([CH:10]=[CH:24][C:23]([C:13]2[CH:14]=[CH:7][CH:8]=[CH:9][CH:12]=2)=[O:25])=[C:8]1[O:6][CH2:5][O:4][CH3:3]. The yield is 0.780.